From a dataset of Forward reaction prediction with 1.9M reactions from USPTO patents (1976-2016). Predict the product of the given reaction. (1) The product is: [OH:28][N:27]=[C:19]([C:20]1[CH:25]=[CH:24][N:23]=[C:22]([CH3:26])[CH:21]=1)[CH2:18][CH:17]([C:14]1[CH:13]=[CH:12][C:11]([C:8]2[CH:9]=[CH:10][C:5]([C:3]([OH:4])=[O:2])=[CH:6][CH:7]=2)=[CH:16][CH:15]=1)[C:29]1[CH:34]=[CH:33][CH:32]=[CH:31][C:30]=1[CH3:35]. Given the reactants C[O:2][C:3]([C:5]1[CH:10]=[CH:9][C:8]([C:11]2[CH:16]=[CH:15][C:14]([CH:17]([C:29]3[CH:34]=[CH:33][CH:32]=[CH:31][C:30]=3[CH3:35])[CH2:18][C:19](=[N:27][OH:28])[C:20]3[CH:25]=[CH:24][N:23]=[C:22]([CH3:26])[CH:21]=3)=[CH:13][CH:12]=2)=[CH:7][CH:6]=1)=[O:4].CO.[OH-].[Li+].OS([O-])(=O)=O.[K+], predict the reaction product. (2) Given the reactants [CH:1]1([CH2:6][CH2:7][NH:8][C:9]([C:11]2[CH:12]=[CH:13][C:14]([CH3:21])=[C:15]([CH:20]=2)[C:16]([O:18]C)=[O:17])=[O:10])[CH2:5][CH2:4][CH2:3][CH2:2]1.[Li+].[OH-], predict the reaction product. The product is: [CH:1]1([CH2:6][CH2:7][NH:8][C:9]([C:11]2[CH:12]=[CH:13][C:14]([CH3:21])=[C:15]([CH:20]=2)[C:16]([OH:18])=[O:17])=[O:10])[CH2:5][CH2:4][CH2:3][CH2:2]1. (3) Given the reactants [F:1][CH:2]([F:33])[C:3]1[N:7]([C:8]2[CH:13]=[C:12]([S:14][CH2:15][C:16]([F:19])([F:18])[F:17])[C:11]([CH3:20])=[CH:10][C:9]=2[F:21])[N:6]=[C:5]([O:22][C:23]([F:32])([F:31])[CH:24]([F:30])[O:25][C:26]([F:29])([F:28])[F:27])[CH:4]=1.ClC1C=CC=C(C(OO)=[O:42])C=1, predict the reaction product. The product is: [F:33][CH:2]([F:1])[C:3]1[N:7]([C:8]2[CH:13]=[C:12]([S:14]([CH2:15][C:16]([F:17])([F:18])[F:19])=[O:42])[C:11]([CH3:20])=[CH:10][C:9]=2[F:21])[N:6]=[C:5]([O:22][C:23]([F:32])([F:31])[CH:24]([F:30])[O:25][C:26]([F:29])([F:28])[F:27])[CH:4]=1.